From a dataset of Full USPTO retrosynthesis dataset with 1.9M reactions from patents (1976-2016). Predict the reactants needed to synthesize the given product. (1) Given the product [O:8]1[C:7]2[CH:12]=[CH:13][C:4]([CH2:2][CH:3]=[O:1])=[CH:5][C:6]=2[O:11][CH2:10][CH2:9]1, predict the reactants needed to synthesize it. The reactants are: [O:1]1[CH2:3][CH:2]1[C:4]1[CH:13]=[CH:12][C:7]2[O:8][CH2:9][CH2:10][O:11][C:6]=2[CH:5]=1.B(F)(F)F.CCOCC. (2) Given the product [CH2:30]([O:29]/[C:5](=[CH:6]\[C:7]1[CH:12]=[CH:11][C:10]([O:13][CH2:14][C:15]2[N:16]=[C:17]([C:21]3[CH:26]=[CH:25][CH:24]=[CH:23][C:22]=3[F:27])[O:18][C:19]=2[CH3:20])=[CH:9][C:8]=1[CH3:28])/[C:4]([OH:32])=[O:3])[CH3:31], predict the reactants needed to synthesize it. The reactants are: C([O:3][C:4](=[O:32])/[C:5](/[O:29][CH2:30][CH3:31])=[CH:6]/[C:7]1[CH:12]=[CH:11][C:10]([O:13][CH2:14][C:15]2[N:16]=[C:17]([C:21]3[CH:26]=[CH:25][CH:24]=[CH:23][C:22]=3[F:27])[O:18][C:19]=2[CH3:20])=[CH:9][C:8]=1[CH3:28])C.[OH-].[Na+]. (3) Given the product [CH3:12][C:11]1[C:6]2[N:7]([C:3]([C:1]#[C:2][C:24]3[S:28][C:27]([S:29]([NH2:32])(=[O:31])=[O:30])=[CH:26][CH:25]=3)=[CH:4][N:5]=2)[CH:8]=[C:9]([C:13]2[CH:18]=[CH:17][C:16]([C:19]([F:21])([F:22])[F:20])=[CH:15][CH:14]=2)[CH:10]=1, predict the reactants needed to synthesize it. The reactants are: [C:1]([C:3]1[N:7]2[CH:8]=[C:9]([C:13]3[CH:18]=[CH:17][C:16]([C:19]([F:22])([F:21])[F:20])=[CH:15][CH:14]=3)[CH:10]=[C:11]([CH3:12])[C:6]2=[N:5][CH:4]=1)#[CH:2].Br[C:24]1[S:28][C:27]([S:29]([NH2:32])(=[O:31])=[O:30])=[CH:26][CH:25]=1. (4) Given the product [CH:1]1[C:10]2[CH:9]=[CH:8][CH:7]=[C:6]([C:11]#[N:12])[C:5]=2[CH2:4][CH2:3][N:2]=1, predict the reactants needed to synthesize it. The reactants are: [CH2:1]1[C:10]2[CH:9]=[CH:8][CH:7]=[C:6]([C:11]#[N:12])[C:5]=2[CH2:4][CH2:3][NH:2]1. (5) Given the product [Cl:2][C:3]1[C:8]([Cl:9])=[CH:7][CH:6]=[CH:5][C:4]=1[C:10]1[N:11]=[C:12]([N:15]2[CH2:20][CH2:19][NH:18][CH2:17][CH2:16]2)[S:13][CH:14]=1, predict the reactants needed to synthesize it. The reactants are: Cl.[Cl:2][C:3]1[C:8]([Cl:9])=[CH:7][CH:6]=[CH:5][C:4]=1[C:10]1[N:11]=[C:12]([N:15]2[CH2:20][CH2:19][N:18](C(OC(C)(C)C)=O)[CH2:17][CH2:16]2)[S:13][CH:14]=1. (6) The reactants are: Cl[C:2]1[CH:7]=[C:6]([C:8]2[N:13]=[C:12]([C:14]([F:17])([F:16])[F:15])[CH:11]=[C:10]([C:18]3[CH:23]=[CH:22][C:21]([C:24]([F:27])([F:26])[F:25])=[CH:20][CH:19]=3)[N:9]=2)[CH:5]=[CH:4][N:3]=1.[CH3:28][C:29]([CH3:45])([CH3:44])[CH2:30][O:31][S:32]([C:35]1[CH:36]=[C:37](B(O)O)[CH:38]=[CH:39][CH:40]=1)(=[O:34])=[O:33]. Given the product [CH3:28][C:29]([CH3:45])([CH3:44])[CH2:30][O:31][S:32]([C:35]1[CH:36]=[CH:37][CH:38]=[C:39]([C:2]2[CH:7]=[C:6]([C:8]3[N:13]=[C:12]([C:14]([F:17])([F:16])[F:15])[CH:11]=[C:10]([C:18]4[CH:23]=[CH:22][C:21]([C:24]([F:27])([F:26])[F:25])=[CH:20][CH:19]=4)[N:9]=3)[CH:5]=[CH:4][N:3]=2)[CH:40]=1)(=[O:34])=[O:33], predict the reactants needed to synthesize it. (7) Given the product [CH3:14][NH:15][CH2:6][C-:1]1[CH:5]=[CH:4][CH:3]=[CH:2]1.[CH-:8]1[CH:12]=[CH:11][CH:10]=[CH:9]1.[Fe+2:13], predict the reactants needed to synthesize it. The reactants are: [C-:1]1([CH:6]=O)[CH:5]=[CH:4][CH:3]=[CH:2]1.[CH-:8]1[CH:12]=[CH:11][CH:10]=[CH:9]1.[Fe+2:13].[CH3:14][NH2:15].[BH4-].[Na+]. (8) Given the product [F:53][C:52]([F:55])([F:54])[C:50]([OH:56])=[O:51].[F:53][C:52]([F:55])([F:54])[C:50]([OH:56])=[O:51].[F:53][C:52]([F:55])([F:54])[C:50]([OH:56])=[O:51].[CH2:1]([N:8]1[CH2:13][CH2:12][C:11]2([C:21]3[C:16](=[CH:17][CH:18]=[CH:19][C:20]=3[CH2:22][NH2:23])[N:15]([C:31]3[C:32]4[CH:39]([CH2:40][CH3:41])[CH2:38][CH2:37][C:33]=4[N:34]=[CH:35][N:36]=3)[CH2:14]2)[CH2:10][CH2:9]1)[C:2]1[CH:3]=[CH:4][CH:5]=[CH:6][CH:7]=1, predict the reactants needed to synthesize it. The reactants are: [CH2:1]([N:8]1[CH2:13][CH2:12][C:11]2([C:21]3[C:16](=[CH:17][CH:18]=[CH:19][C:20]=3[CH2:22][NH:23]C(=O)OC(C)(C)C)[N:15]([C:31]3[C:32]4[CH:39]([CH2:40][CH3:41])[CH2:38][CH2:37][C:33]=4[N:34]=[CH:35][N:36]=3)[CH2:14]2)[CH2:10][CH2:9]1)[C:2]1[CH:7]=[CH:6][CH:5]=[CH:4][CH:3]=1.C(N)(OC(C)(C)C)=O.[C:50]([OH:56])([C:52]([F:55])([F:54])[F:53])=[O:51].C(Cl)Cl. (9) Given the product [CH3:1][O:2][CH2:3][C@H:4]1[C@H:12]2[CH2:16][CH2:15][N:14]([C:17]([O:19][CH2:20][C:21]3[CH:26]=[CH:25][CH:24]=[CH:23][CH:22]=3)=[O:18])[C@H:13]2[C:7]2[CH:8]=[CH:9][CH:10]=[CH:11][C:6]=2[NH:5]1, predict the reactants needed to synthesize it. The reactants are: [CH3:1][O:2][CH2:3][C:4](=[C:12]1[CH2:16][CH2:15][N:14]([C:17]([O:19][CH2:20][C:21]2[CH:26]=[CH:25][CH:24]=[CH:23][CH:22]=2)=[O:18])[C:13]1=O)[NH:5][C:6]1[CH:11]=[CH:10][CH:9]=[CH:8][CH:7]=1.COC[C@@H]1[C@@H]2CCN(C(OCC3C=CC=CC=3)=O)[C@@H]2C2C=CC=CC=2N1.